This data is from Forward reaction prediction with 1.9M reactions from USPTO patents (1976-2016). The task is: Predict the product of the given reaction. (1) Given the reactants C([C:3]1[CH:8]=[CH:7][N:6]=[C:5]([CH3:9])[CH:4]=1)C.[CH2:10]([Li])[CH2:11]CC.[Cl:15][C:16]1[CH:24]=[C:23]2[C:19]([C:20]([CH:25]=[O:26])=[N:21][NH:22]2)=[CH:18][CH:17]=1, predict the reaction product. The product is: [Cl:15][C:16]1[CH:24]=[C:23]2[C:19]([C:20]([CH:25]([OH:26])[CH2:9][C:5]3[CH:4]=[CH:3][C:8]([CH2:10][CH3:11])=[CH:7][N:6]=3)=[N:21][NH:22]2)=[CH:18][CH:17]=1. (2) Given the reactants [CH3:1][C:2]1[C:6]([C:7]([OH:9])=O)=[C:5]([CH3:10])[O:4][N:3]=1.C1(N=C=NC2CCCCC2)CCCCC1.[NH2:26][C:27]1[CH:48]=[CH:47][C:30]([CH2:31][N:32]2[C:36](=[O:37])[C:35]([CH2:44][CH3:45])([C:38]3[CH:43]=[CH:42][CH:41]=[CH:40][CH:39]=3)[NH:34][C:33]2=[O:46])=[CH:29][CH:28]=1, predict the reaction product. The product is: [CH2:44]([C:35]1([C:38]2[CH:43]=[CH:42][CH:41]=[CH:40][CH:39]=2)[C:36](=[O:37])[N:32]([CH2:31][C:30]2[CH:47]=[CH:48][C:27]([NH:26][C:7]([C:6]3[C:2]([CH3:1])=[N:3][O:4][C:5]=3[CH3:10])=[O:9])=[CH:28][CH:29]=2)[C:33](=[O:46])[NH:34]1)[CH3:45].